This data is from Forward reaction prediction with 1.9M reactions from USPTO patents (1976-2016). The task is: Predict the product of the given reaction. (1) Given the reactants [C:1]([N:5]1[C:10](=[O:11])[C:9]([Cl:12])=[C:8]([OH:13])[CH:7]=[N:6]1)([CH3:4])([CH3:3])[CH3:2].O[CH2:15][C:16]1[CH:21]=[CH:20][C:19]([CH2:22][CH2:23][CH:24]([OH:26])[CH3:25])=[CH:18][CH:17]=1.C1(P(C2C=CC=CC=2)C2C=CC=CC=2)C=CC=CC=1.N(C(OC(C)C)=O)=NC(OC(C)C)=O, predict the reaction product. The product is: [C:1]([N:5]1[C:10](=[O:11])[C:9]([Cl:12])=[C:8]([O:13][CH2:15][C:16]2[CH:21]=[CH:20][C:19]([CH2:22][CH2:23][CH:24]([OH:26])[CH3:25])=[CH:18][CH:17]=2)[CH:7]=[N:6]1)([CH3:4])([CH3:2])[CH3:3]. (2) Given the reactants [F:1][C:2]1[CH:8]=[CH:7][C:5]([NH2:6])=[CH:4][C:3]=1[O:9][CH3:10].[CH3:11][C:12]1([CH3:20])[O:17][C:16](=[O:18])[CH2:15][C:14](=[O:19])[O:13]1.[CH:21](OC)(OC)OC, predict the reaction product. The product is: [F:1][C:2]1[CH:8]=[CH:7][C:5]([NH:6][CH:21]=[C:15]2[C:16](=[O:18])[O:17][C:12]([CH3:20])([CH3:11])[O:13][C:14]2=[O:19])=[CH:4][C:3]=1[O:9][CH3:10]. (3) Given the reactants [F:1][C:2]1[CH:10]=[CH:9][C:8]([F:11])=[C:7]2[C:3]=1[C:4]([CH2:12][CH2:13][NH2:14])=[CH:5][NH:6]2.[F:15][C:16]([F:28])([F:27])[CH2:17][O:18][C:19]1[CH:20]=[C:21]([CH:24]=[CH:25][CH:26]=1)[CH:22]=O.S([O-])([O-])(=O)=O.[Na+].[Na+].[BH4-].[Na+], predict the reaction product. The product is: [F:1][C:2]1[CH:10]=[CH:9][C:8]([F:11])=[C:7]2[C:3]=1[C:4]([CH2:12][CH2:13][NH:14][CH2:22][C:21]1[CH:24]=[CH:25][CH:26]=[C:19]([O:18][CH2:17][C:16]([F:15])([F:27])[F:28])[CH:20]=1)=[CH:5][NH:6]2. (4) The product is: [CH2:1]([O:8][C:9]([N:11]([CH3:24])[C@@H:12]([CH2:16][CH2:17][CH2:18][CH2:19][OH:20])[C:13]([OH:15])=[O:14])=[O:10])[C:2]1[CH:3]=[CH:4][CH:5]=[CH:6][CH:7]=1. Given the reactants [CH2:1]([O:8][C:9]([N:11]([CH3:24])[C@@H:12]([CH2:16][CH2:17][CH2:18][CH2:19][O:20]C(=O)C)[C:13]([OH:15])=[O:14])=[O:10])[C:2]1[CH:7]=[CH:6][CH:5]=[CH:4][CH:3]=1.[OH-].[Na+].Cl, predict the reaction product. (5) The product is: [CH2:9]([O:16][C:17]1[CH:22]=[CH:21][C:20]([C:23]2[C@H:24]([O:37][Si:44]([CH:51]([CH3:53])[CH3:52])([CH:48]([CH3:50])[CH3:49])[CH:45]([CH3:47])[CH3:46])[CH2:25][N:26]([C@@H:29]([C:31]3[CH:36]=[CH:35][CH:34]=[CH:33][CH:32]=3)[CH3:30])[CH2:27][CH:28]=2)=[CH:19][CH:18]=1)[C:10]1[CH:11]=[CH:12][CH:13]=[CH:14][CH:15]=1. Given the reactants N1C(C)=CC=CC=1C.[CH2:9]([O:16][C:17]1[CH:22]=[CH:21][C:20]([C:23]2[C@H:24]([OH:37])[CH2:25][N:26]([C@@H:29]([C:31]3[CH:36]=[CH:35][CH:34]=[CH:33][CH:32]=3)[CH3:30])[CH2:27][CH:28]=2)=[CH:19][CH:18]=1)[C:10]1[CH:15]=[CH:14][CH:13]=[CH:12][CH:11]=1.FC(F)(F)S(O[Si:44]([CH:51]([CH3:53])[CH3:52])([CH:48]([CH3:50])[CH3:49])[CH:45]([CH3:47])[CH3:46])(=O)=O.O, predict the reaction product. (6) Given the reactants [CH:1]1([C:4]2[CH:9]=[CH:8][C:7]([N:10]3[CH2:14][CH2:13][C:12]4([CH2:19][CH2:18][NH:17][CH2:16][CH2:15]4)[C:11]3=[O:20])=[CH:6][CH:5]=2)[CH2:3][CH2:2]1.S(Cl)([Cl:24])(=O)=O.CCN(CC)CC, predict the reaction product. The product is: [Cl:24][C:6]1[CH:5]=[C:4]([CH:1]2[CH2:3][CH2:2]2)[CH:9]=[CH:8][C:7]=1[N:10]1[CH2:14][CH2:13][C:12]2([CH2:19][CH2:18][NH:17][CH2:16][CH2:15]2)[C:11]1=[O:20]. (7) Given the reactants [NH:1]([CH2:5][CH2:6][OH:7])[CH2:2][CH2:3][OH:4].Cl[C:9]1[CH:14]=[CH:13][CH:12]=[CH:11][C:10]=1[O:15][CH2:16][CH3:17], predict the reaction product. The product is: [OH:4][CH2:3][CH2:2][N:1]([CH2:17][CH2:16][O:15][C:10]1[CH:11]=[CH:12][CH:13]=[CH:14][CH:9]=1)[CH2:5][CH2:6][OH:7]. (8) The product is: [CH:1]1([CH2:6][CH:7]([C:11]2[CH:16]=[CH:15][C:14]([C:17]#[C:18][CH2:19][O:20][CH3:21])=[CH:13][CH:12]=2)[C:8]([NH:38][C:39]2[S:40][CH:41]=[CH:42][N:43]=2)=[O:10])[CH2:2][CH2:3][CH2:4][CH2:5]1. Given the reactants [CH:1]1([CH2:6][CH:7]([C:11]2[CH:16]=[CH:15][C:14]([C:17]#[C:18][CH2:19][O:20][CH3:21])=[CH:13][CH:12]=2)[C:8]([OH:10])=O)[CH2:5][CH2:4][CH2:3][CH2:2]1.N1C2C=CC=CC=2N=N1.C(N(CC)CC)C.[NH2:38][C:39]1[S:40][CH:41]=[CH:42][N:43]=1, predict the reaction product. (9) Given the reactants O.C1(C)C=CC(S(O)(=O)=O)=CC=1.C[O:14][CH:15](OC)[C:16]1[C:43]([O:44]COC)=[C:42]([C:48]([F:51])([F:50])[F:49])[CH:41]=[CH:40][C:17]=1[CH2:18][O:19][C:20]1[CH:25]=[CH:24][C:23]([C:26]2[CH:31]=[CH:30][C:29]([CH2:32][C:33]([O:35][CH2:36][CH:37]=[CH2:38])=[O:34])=[CH:28][CH:27]=2)=[CH:22][C:21]=1[F:39], predict the reaction product. The product is: [F:39][C:21]1[CH:22]=[C:23]([C:26]2[CH:31]=[CH:30][C:29]([CH2:32][C:33]([O:35][CH2:36][CH:37]=[CH2:38])=[O:34])=[CH:28][CH:27]=2)[CH:24]=[CH:25][C:20]=1[O:19][CH2:18][C:17]1[CH:40]=[CH:41][C:42]([C:48]([F:51])([F:50])[F:49])=[C:43]([OH:44])[C:16]=1[CH:15]=[O:14].